Task: Regression. Given a peptide amino acid sequence and an MHC pseudo amino acid sequence, predict their binding affinity value. This is MHC class II binding data.. Dataset: Peptide-MHC class II binding affinity with 134,281 pairs from IEDB (1) The peptide sequence is AQAVYDFRSIVDYLR. The MHC is DRB1_0401 with pseudo-sequence DRB1_0401. The binding affinity (normalized) is 0.0202. (2) The peptide sequence is SQDLELPWNLNGLQAY. The MHC is DRB1_0802 with pseudo-sequence DRB1_0802. The binding affinity (normalized) is 0.180.